This data is from Reaction yield outcomes from USPTO patents with 853,638 reactions. The task is: Predict the reaction yield, written as a fraction of the theoretical maximum amount of product (1.0 means a 100% yield; for example, 0.34 means a 34% yield). (1) The reactants are [NH2:1][C:2]1([C:13]2[CH:18]=[CH:17][C:16]([CH:19]([CH3:21])[CH3:20])=[CH:15][C:14]=2[O:22][CH3:23])[C:10](=[O:11])[C:9]2[C:4](=[CH:5][CH:6]=[CH:7][CH:8]=2)[C:3]1=[O:12].Cl[C:25](Cl)([O:27][C:28](=[O:34])OC(Cl)(Cl)Cl)Cl.[CH2:36]1COCC1. No catalyst specified. The product is [CH:19]([C:16]1[CH:17]=[CH:18][C:13]([C:2]2([NH:1][C:28](=[O:34])[O:27][CH2:25][CH3:36])[C:10](=[O:11])[C:9]3[C:4](=[CH:5][CH:6]=[CH:7][CH:8]=3)[C:3]2=[O:12])=[C:14]([O:22][CH3:23])[CH:15]=1)([CH3:21])[CH3:20]. The yield is 0.960. (2) The reactants are C(N(CC)CC)C.[CH3:8][O:9][CH2:10][CH2:11][CH2:12][CH2:13][OH:14].[C:15]1([CH3:25])[CH:20]=[CH:19][C:18]([S:21](Cl)(=[O:23])=[O:22])=[CH:17][CH:16]=1. The catalyst is ClCCl. The product is [CH3:8][O:9][CH2:10][CH2:11][CH2:12][CH2:13][O:14][S:21]([C:18]1[CH:19]=[CH:20][C:15]([CH3:25])=[CH:16][CH:17]=1)(=[O:23])=[O:22]. The yield is 0.320. (3) The reactants are [CH2:1]([O:3][C:4]1[CH:13]=[C:12]([O:14][CH2:15][CH3:16])[CH:11]=[C:10]2[C:5]=1[C:6](=[O:17])[NH:7][CH:8]=[N:9]2)C.C[O-].[Na+].Cl. The catalyst is CN(C)C=O. The product is [CH2:15]([O:14][C:12]1[CH:11]=[C:10]2[C:5]([C:6](=[O:17])[NH:7][CH:8]=[N:9]2)=[C:4]([O:3][CH3:1])[CH:13]=1)[CH3:16]. The yield is 0.300. (4) The reactants are [CH3:1][CH2:2][CH:3]([OH:6])[CH2:4][CH3:5].[C:7](Cl)(Cl)=[O:8].C1(C)C=CC=CC=1.[F:18][C:19]([F:55])([F:54])[C:20]1[CH:21]=[C:22]([CH:47]=[C:48]([C:50]([F:53])([F:52])[F:51])[CH:49]=1)[CH2:23][N:24]([C:41]1[N:42]=[N:43][N:44]([CH3:46])[N:45]=1)[C@H:25]1[CH2:31][CH2:30][CH2:29][NH:28][C:27]2[CH:32]=[C:33]([C:37]([F:40])([F:39])[F:38])[C:34]([CH3:36])=[CH:35][C:26]1=2.N1C=CC=CC=1. The catalyst is ClCCl. The product is [CH2:2]([CH:3]([O:6][C:7]([N:28]1[CH2:29][CH2:30][CH2:31][C@H:25]([N:24]([CH2:23][C:22]2[CH:47]=[C:48]([C:50]([F:53])([F:52])[F:51])[CH:49]=[C:20]([C:19]([F:18])([F:55])[F:54])[CH:21]=2)[C:41]2[N:42]=[N:43][N:44]([CH3:46])[N:45]=2)[C:26]2[CH:35]=[C:34]([CH3:36])[C:33]([C:37]([F:39])([F:38])[F:40])=[CH:32][C:27]1=2)=[O:8])[CH2:4][CH3:5])[CH3:1]. The yield is 0.590. (5) The reactants are Br[C:2]1[CH:23]=[CH:22][C:5]2[C:6]3[N:7]([CH:11]=[C:12]([C:14]4[N:18]([CH:19]([CH3:21])[CH3:20])[N:17]=[CH:16][N:15]=4)[N:13]=3)[CH2:8][CH2:9][O:10][C:4]=2[CH:3]=1.[Cl:24][C:25]1[CH:30]=[CH:29][C:28](B(O)O)=[CH:27][CH:26]=1.C([O-])([O-])=O.[Cs+].[Cs+]. The catalyst is C1C=CC(P(C2C=CC=CC=2)[C-]2C=CC=C2)=CC=1.C1C=CC(P(C2C=CC=CC=2)[C-]2C=CC=C2)=CC=1.Cl[Pd]Cl.[Fe+2].O1CCOCC1.O. The product is [Cl:24][C:25]1[CH:30]=[CH:29][C:28]([C:2]2[CH:23]=[CH:22][C:5]3[C:6]4[N:7]([CH:11]=[C:12]([C:14]5[N:18]([CH:19]([CH3:21])[CH3:20])[N:17]=[CH:16][N:15]=5)[N:13]=4)[CH2:8][CH2:9][O:10][C:4]=3[CH:3]=2)=[CH:27][CH:26]=1. The yield is 0.210. (6) The reactants are [OH:1][C:2]1[CH:11]=[C:10]([CH3:12])[C:9]2[C:8](=[O:13])[NH:7][C@@H:6]3[CH2:14][N:15]([C:17]([O:19][C:20]([CH3:23])([CH3:22])[CH3:21])=[O:18])[CH2:16][C@H:5]3[C:4]=2[CH:3]=1.[F:24][C:25]([F:38])([F:37])[S:26](O[S:26]([C:25]([F:38])([F:37])[F:24])(=[O:28])=[O:27])(=[O:28])=[O:27]. The catalyst is N1C=CC=CC=1.C(OCC)(=O)C. The product is [CH3:12][C:10]1[C:9]2[C:8](=[O:13])[NH:7][C@@H:6]3[CH2:14][N:15]([C:17]([O:19][C:20]([CH3:23])([CH3:22])[CH3:21])=[O:18])[CH2:16][C@H:5]3[C:4]=2[CH:3]=[C:2]([O:1][S:26]([C:25]([F:38])([F:37])[F:24])(=[O:28])=[O:27])[CH:11]=1. The yield is 0.650. (7) The reactants are [NH:1]1[C:9]2[C:4](=[CH:5][CH:6]=[CH:7][N:8]=2)[C:3]([C:10](=[O:15])[C:11]([O:13]C)=[O:12])=[CH:2]1.C([O-])([O-])=O.[K+:20].[K+]. The catalyst is CO.O. The product is [NH:1]1[C:9]2[C:4](=[CH:5][CH:6]=[CH:7][N:8]=2)[C:3]([C:10](=[O:15])[C:11]([O-:13])=[O:12])=[CH:2]1.[K+:20]. The yield is 0.904.